This data is from CYP3A4 inhibition data for predicting drug metabolism from PubChem BioAssay. The task is: Regression/Classification. Given a drug SMILES string, predict its absorption, distribution, metabolism, or excretion properties. Task type varies by dataset: regression for continuous measurements (e.g., permeability, clearance, half-life) or binary classification for categorical outcomes (e.g., BBB penetration, CYP inhibition). Dataset: cyp3a4_veith. (1) The compound is CCc1cc(Cl)c(OC)c(C(=O)NC[C@@H]2CCCN2CC)c1O. The result is 0 (non-inhibitor). (2) The compound is COC(=O)[C@H](NC(=O)c1cc(-c2ccccc2)nc2ccccc12)c1ccccc1. The result is 1 (inhibitor). (3) The molecule is CC1Cc2ccccc2N1C(=O)Cn1c(=O)cc(O)c2ccccc21. The result is 1 (inhibitor). (4) The result is 1 (inhibitor). The molecule is CNCCCN1c2ccccc2CCc2ccccc21. (5) The compound is CCN(C(=O)CSc1nc2cc(C(=O)OC)ccc2c(=O)n1Cc1ccco1)c1cccc(C)c1. The result is 0 (non-inhibitor). (6) The drug is COc1ccc(C(C(=O)NC(C)(C)C)N(C(=O)CNC(=O)c2cccs2)c2ccc(C)cc2)cc1OC. The result is 1 (inhibitor). (7) The compound is O=[N+]([O-])c1cccnc1NCCNc1ncc(C(F)(F)F)cc1Cl. The result is 1 (inhibitor).